This data is from NCI-60 drug combinations with 297,098 pairs across 59 cell lines. The task is: Regression. Given two drug SMILES strings and cell line genomic features, predict the synergy score measuring deviation from expected non-interaction effect. Drug 1: CC=C1C(=O)NC(C(=O)OC2CC(=O)NC(C(=O)NC(CSSCCC=C2)C(=O)N1)C(C)C)C(C)C. Drug 2: C(CN)CNCCSP(=O)(O)O. Cell line: DU-145. Synergy scores: CSS=59.9, Synergy_ZIP=-1.20, Synergy_Bliss=-2.80, Synergy_Loewe=-52.0, Synergy_HSA=-1.77.